From a dataset of Full USPTO retrosynthesis dataset with 1.9M reactions from patents (1976-2016). Predict the reactants needed to synthesize the given product. Given the product [CH3:19][N:15]1[CH:3]=[CH:4][N:5]=[C:14]1[C:10]1[S:9][CH:13]=[CH:12][CH:11]=1, predict the reactants needed to synthesize it. The reactants are: CO[CH:3](OC)[CH2:4][NH:5]C.[S:9]1[CH:13]=[CH:12][CH:11]=[C:10]1[C:14]#[N:15].Cl.[OH-].[Na+].[C:19](OCC)(=O)C.